This data is from Retrosynthesis with 50K atom-mapped reactions and 10 reaction types from USPTO. The task is: Predict the reactants needed to synthesize the given product. (1) Given the product COCOc1ccc(C2CCCC(NS(C)(=O)=O)C2)c(OCOC)c1, predict the reactants needed to synthesize it. The reactants are: COCOc1ccc(C2CCCC(N)C2)c(OCOC)c1.CS(=O)(=O)Cl. (2) Given the product Cc1ccccc1-n1nc(C(F)(F)F)cc1-c1ccc2c(c1)NC(=O)CO2, predict the reactants needed to synthesize it. The reactants are: Cc1ccccc1NN.O=C1COc2ccc(C(=O)CC(=O)C(F)(F)F)cc2N1. (3) Given the product CCCCCCCCCCCC(=O)NNC(=O)c1c(O)c2ccc(Cl)cc2n(CC)c1=O, predict the reactants needed to synthesize it. The reactants are: CCCCCCCCCCCC(=O)NN.CCOC(=O)c1c(O)c2ccc(Cl)cc2n(CC)c1=O. (4) Given the product c1ccc2c(c1)CCC[C@@H]2NCC1CCCCC1, predict the reactants needed to synthesize it. The reactants are: N[C@H]1CCCc2ccccc21.O=CC1CCCCC1. (5) Given the product C[C@H](C=O)NC(=O)OC(C)(C)C, predict the reactants needed to synthesize it. The reactants are: C[C@@H](NC(=O)OC(C)(C)C)C(=O)O. (6) Given the product N#Cc1cnc2c(sc3c(N)cccc32)c1Nc1cccc(Br)c1, predict the reactants needed to synthesize it. The reactants are: N#Cc1cnc2c(sc3c([N+](=O)[O-])cccc32)c1Nc1cccc(Br)c1.